Dataset: Reaction yield outcomes from USPTO patents with 853,638 reactions. Task: Predict the reaction yield, written as a fraction of the theoretical maximum amount of product (1.0 means a 100% yield; for example, 0.34 means a 34% yield). (1) The reactants are [F:1][C:2]1[CH:3]=[C:4]([CH:22]=[CH:23][C:24]=1[C:25]([F:28])([F:27])[F:26])[CH2:5][C@H:6]1[CH2:11][C@@H:10]([C:12]2[O:16][NH:15][C:14](=[O:17])[CH:13]=2)[CH2:9][CH2:8][N:7]1[C:18]([O:20][CH3:21])=[O:19].CCCCCCC.CC(O)C. The catalyst is C(#N)C. The product is [F:1][C:2]1[CH:3]=[C:4]([CH:22]=[CH:23][C:24]=1[C:25]([F:27])([F:26])[F:28])[CH2:5][C@H:6]1[CH2:11][C@@H:10]([C:12]2[O:16][NH:15][C:14](=[O:17])[CH:13]=2)[CH2:9][CH2:8][N:7]1[C:18]([O:20][CH3:21])=[O:19].[F:1][C:2]1[CH:3]=[C:4]([CH:22]=[CH:23][C:24]=1[C:25]([F:27])([F:26])[F:28])[CH2:5][C@@H:6]1[CH2:11][C@H:10]([C:12]2[O:16][NH:15][C:14](=[O:17])[CH:13]=2)[CH2:9][CH2:8][N:7]1[C:18]([O:20][CH3:21])=[O:19]. The yield is 0.460. (2) The reactants are [SH:1][C:2]1[S:3][C:4]2[CH:10]=[C:9]([C:11]#[N:12])[CH:8]=[CH:7][C:5]=2[N:6]=1.[Cl:13][C:14]1[CH:19]=[C:18]([N+:20]([O-:22])=[O:21])[CH:17]=[CH:16][C:15]=1F.[H-].[Na+]. The catalyst is CN(C=O)C. The product is [Cl:13][C:14]1[CH:19]=[C:18]([N+:20]([O-:22])=[O:21])[CH:17]=[CH:16][C:15]=1[S:1][C:2]1[S:3][C:4]2[CH:10]=[C:9]([C:11]#[N:12])[CH:8]=[CH:7][C:5]=2[N:6]=1. The yield is 0.930. (3) The reactants are [Br:1][C:2]1[CH:10]=[CH:9][C:5]([C:6](Cl)=[O:7])=[CH:4][CH:3]=1.[C:11]1([CH3:18])[C:16]([OH:17])=[CH:15][CH:14]=[CH:13][CH:12]=1.[Al+3].[Cl-].[Cl-].[Cl-].O. The catalyst is C(Cl)Cl. The product is [Br:1][C:2]1[CH:10]=[CH:9][C:5]([C:6]([C:13]2[CH:14]=[CH:15][C:16]([OH:17])=[C:11]([CH3:18])[CH:12]=2)=[O:7])=[CH:4][CH:3]=1. The yield is 0.150. (4) The yield is 0.920. The reactants are C[O:2][C:3](=[O:44])[C:4]1[CH:9]=[C:8]([O:10][CH3:11])[C:7]([NH:12][C:13]([C@@H:15]2[NH:19][C@@H:18]([CH2:20][C:21]([CH3:24])([CH3:23])[CH3:22])[C@:17]3([C:32]4[C:27](=[CH:28][C:29]([Cl:33])=[CH:30][CH:31]=4)[NH:26][C:25]3=[O:34])[C@H:16]2[C:35]2[CH:40]=[CH:39][CH:38]=[C:37]([Cl:41])[C:36]=2[F:42])=[O:14])=[CH:6][C:5]=1[F:43].Cl. The product is [Cl:33][C:29]1[CH:28]=[C:27]2[NH:26][C:25](=[O:34])[C@:17]3([C@@H:16]([C:35]4[CH:40]=[CH:39][CH:38]=[C:37]([Cl:41])[C:36]=4[F:42])[C@H:15]([C:13]([NH:12][C:7]4[C:8]([O:10][CH3:11])=[CH:9][C:4]([C:3]([OH:44])=[O:2])=[C:5]([F:43])[CH:6]=4)=[O:14])[NH:19][C@H:18]3[CH2:20][C:21]([CH3:23])([CH3:22])[CH3:24])[C:32]2=[CH:31][CH:30]=1. The catalyst is C1COCC1.O.C(OCC)(=O)C. (5) The reactants are [F:1][C:2]([F:39])([F:38])[C:3]1[CH:4]=[C:5]([CH:31]=[C:32]([C:34]([F:37])([F:36])[F:35])[CH:33]=1)[CH2:6][N:7]1[CH2:14][CH2:13][CH2:12][NH:11][C:10]2[N:15]=[C:16](S(C)(=O)=O)[N:17]=[C:18]([C:19]3[CH:24]=[CH:23][CH:22]=[CH:21][C:20]=3[CH3:25])[C:9]=2[C:8]1=[O:30].[Na].[NH:41]1[CH:45]=[CH:44][N:43]=[CH:42]1. No catalyst specified. The product is [F:1][C:2]([F:39])([F:38])[C:3]1[CH:4]=[C:5]([CH:31]=[C:32]([C:34]([F:37])([F:36])[F:35])[CH:33]=1)[CH2:6][N:7]1[CH2:14][CH2:13][CH2:12][NH:11][C:10]2[N:15]=[C:16]([N:41]3[CH:45]=[CH:44][N:43]=[CH:42]3)[N:17]=[C:18]([C:19]3[CH:24]=[CH:23][CH:22]=[CH:21][C:20]=3[CH3:25])[C:9]=2[C:8]1=[O:30]. The yield is 0.730. (6) The reactants are [C:1]([C:5]1[CH:10]=[CH:9][C:8]([S:11]([NH:14][C:15]2[CH:16]=[C:17]3[C:21](=[CH:22][CH:23]=2)[NH:20][C:19]([C:24]([OH:26])=O)=[C:18]3[C:27]2[CH:32]=[CH:31][CH:30]=[CH:29][CH:28]=2)(=[O:13])=[O:12])=[CH:7][CH:6]=1)([CH3:4])([CH3:3])[CH3:2].[NH2:33][CH:34]1[CH2:39][CH2:38][N:37]([CH3:40])[CH2:36][CH2:35]1. No catalyst specified. The product is [CH3:40][N:37]1[CH2:38][CH2:39][CH:34]([NH:33][C:24]([C:19]2[NH:20][C:21]3[C:17]([C:18]=2[C:27]2[CH:28]=[CH:29][CH:30]=[CH:31][CH:32]=2)=[CH:16][C:15]([NH:14][S:11]([C:8]2[CH:7]=[CH:6][C:5]([C:1]([CH3:2])([CH3:3])[CH3:4])=[CH:10][CH:9]=2)(=[O:12])=[O:13])=[CH:23][CH:22]=3)=[O:26])[CH2:35][CH2:36]1. The yield is 0.640. (7) The reactants are [F:1][C:2]1[CH:11]=[C:10]([C:12]2[N:17]=[C:16]3[N:18]([CH2:21][C:22]4[CH:23]=[C:24]5[C:29](=[CH:30][CH:31]=4)[N:28]=[CH:27][CH:26]=[CH:25]5)[N:19]=[N:20][C:15]3=[CH:14][CH:13]=2)[CH:9]=[CH:8][C:3]=1[C:4]([O:6]C)=[O:5].[OH-].[Li+].Cl. The catalyst is CO.O. The product is [F:1][C:2]1[CH:11]=[C:10]([C:12]2[N:17]=[C:16]3[N:18]([CH2:21][C:22]4[CH:23]=[C:24]5[C:29](=[CH:30][CH:31]=4)[N:28]=[CH:27][CH:26]=[CH:25]5)[N:19]=[N:20][C:15]3=[CH:14][CH:13]=2)[CH:9]=[CH:8][C:3]=1[C:4]([OH:6])=[O:5]. The yield is 0.610. (8) The reactants are [CH:1]1([C:4]2[CH:8]=[C:7]([CH2:9][NH:10][C:11]([C:13]3[C:18](=[O:19])[N:17]([C:20]4[CH:25]=[CH:24][CH:23]=[C:22]([C:26]([F:29])([F:28])[F:27])[CH:21]=4)[C:16]([CH3:30])=[C:15]([CH2:31][CH2:32][CH2:33]OS(C)(=O)=O)[CH:14]=3)=[O:12])[O:6][N:5]=2)[CH2:3][CH2:2]1.[CH3:39][S-:40].[Na+]. The product is [CH:1]1([C:4]2[CH:8]=[C:7]([CH2:9][NH:10][C:11]([C:13]3[C:18](=[O:19])[N:17]([C:20]4[CH:25]=[CH:24][CH:23]=[C:22]([C:26]([F:29])([F:28])[F:27])[CH:21]=4)[C:16]([CH3:30])=[C:15]([CH2:31][CH2:32][CH2:33][S:40][CH3:39])[CH:14]=3)=[O:12])[O:6][N:5]=2)[CH2:2][CH2:3]1. The yield is 0.770. The catalyst is CN(C=O)C.